From a dataset of Catalyst prediction with 721,799 reactions and 888 catalyst types from USPTO. Predict which catalyst facilitates the given reaction. (1) Reactant: [OH:1][CH2:2][CH2:3][CH:4]1[N:9]2[CH:10]=[C:11]([C:13]3[CH:18]=[CH:17][CH:16]=[C:15]([Cl:19])[CH:14]=3)[CH:12]=[C:8]2[C:7](=[O:20])[NH:6][CH2:5]1.[S:21](Cl)([CH3:24])(=[O:23])=[O:22].O. Product: [CH3:24][S:21]([O:1][CH2:2][CH2:3][CH:4]1[N:9]2[CH:10]=[C:11]([C:13]3[CH:18]=[CH:17][CH:16]=[C:15]([Cl:19])[CH:14]=3)[CH:12]=[C:8]2[C:7](=[O:20])[NH:6][CH2:5]1)(=[O:23])=[O:22]. The catalyst class is: 2. (2) Reactant: C([O-])([O-])=O.[K+].[K+].[C:7]([O:11][C:12]([N:14]1[CH2:19][C@H:18]([CH2:20]Cl)[N:17]([CH2:22][C:23]2[CH:28]=[CH:27][CH:26]=[CH:25][CH:24]=2)[CH2:16][C@H:15]1[CH3:29])=[O:13])([CH3:10])([CH3:9])[CH3:8].[CH3:30][C@@H:31]1[CH2:36][O:35][CH2:34][C@@H:33]([CH3:37])[NH:32]1. Product: [C:7]([O:11][C:12]([N:14]1[CH2:19][C@H:18]([CH2:20][N:32]2[C@H:33]([CH3:37])[CH2:34][O:35][CH2:36][C@H:31]2[CH3:30])[N:17]([CH2:22][C:23]2[CH:28]=[CH:27][CH:26]=[CH:25][CH:24]=2)[CH2:16][C@H:15]1[CH3:29])=[O:13])([CH3:10])([CH3:9])[CH3:8]. The catalyst class is: 10.